From a dataset of KCNQ2 potassium channel screen with 302,405 compounds. Binary Classification. Given a drug SMILES string, predict its activity (active/inactive) in a high-throughput screening assay against a specified biological target. (1) The compound is S(=O)(=O)(N(CC(=O)Nc1ccc(cc1)C)c1ccccc1)N(C)C. The result is 0 (inactive). (2) The molecule is S(=O)(=O)(N1CCCC1)c1cc(NC(=O)c2ccc(n3nc(cc3C)C)cc2)ccc1. The result is 0 (inactive). (3) The compound is Clc1cc2sc(NC(=O)c3nn(c(c3)C)C)nc2cc1. The result is 0 (inactive). (4) The molecule is O1C(=N/C(=C/Nc2ccccc2)C1=O)c1ccccc1. The result is 0 (inactive). (5) The drug is Fc1c(NC(=O)CCc2ccccc2)c(F)ccc1. The result is 0 (inactive). (6) The drug is S1(=O)(=O)CC(NC(=O)c2[nH][nH]\c(c2)=C2/C(=O)C(=C(C=C2)C)C)CC1. The result is 0 (inactive). (7) The molecule is S\1C(C(=O)N(C1=N/N\C=C1\C=C(OC)C(=O)C=C1)c1ccc(O)cc1)CC(O)=O. The result is 0 (inactive).